From a dataset of Full USPTO retrosynthesis dataset with 1.9M reactions from patents (1976-2016). Predict the reactants needed to synthesize the given product. (1) Given the product [Cl:1][C:2]1[CH:3]=[C:4]([C:9]2[NH:10][C:11]3[N:12]([N:16]=[CH:17][C:18]=3[C:19]([NH2:20])=[O:22])[C:13](=[O:15])[CH:14]=2)[CH:5]=[CH:6][C:7]=1[Cl:8], predict the reactants needed to synthesize it. The reactants are: [Cl:1][C:2]1[CH:3]=[C:4]([C:9]2[NH:10][C:11]3[N:12]([N:16]=[CH:17][C:18]=3[C:19]#[N:20])[C:13](=[O:15])[CH:14]=2)[CH:5]=[CH:6][C:7]=1[Cl:8].S(=O)(=O)(O)[OH:22]. (2) Given the product [C:35]([NH:34][C:26](=[O:27])[N:25]([CH2:24][C:15]1[CH:16]=[C:17]([C:20]([F:21])([F:23])[F:22])[CH:18]=[CH:19][C:14]=1[C:8]1[C:9]([O:12][CH3:13])=[CH:10][CH:11]=[C:6]([CH2:5][C:4]([OH:39])=[O:3])[CH:7]=1)[CH2:37][CH3:38])#[N:36], predict the reactants needed to synthesize it. The reactants are: C([O:3][C:4](=[O:39])[CH2:5][C:6]1[CH:7]=[C:8]([C:14]2[CH:19]=[CH:18][C:17]([C:20]([F:23])([F:22])[F:21])=[CH:16][C:15]=2[CH2:24][N:25]([CH2:37][CH3:38])[C:26](=[N:34][C:35]#[N:36])[O:27]C2C=CC=CC=2)[C:9]([O:12][CH3:13])=[CH:10][CH:11]=1)C.O.[OH-].[Li+].